From a dataset of Peptide-MHC class II binding affinity with 134,281 pairs from IEDB. Regression. Given a peptide amino acid sequence and an MHC pseudo amino acid sequence, predict their binding affinity value. This is MHC class II binding data. (1) The peptide sequence is AYVYFASDASTYTTG. The MHC is HLA-DQA10301-DQB10302 with pseudo-sequence HLA-DQA10301-DQB10302. The binding affinity (normalized) is 0.219. (2) The peptide sequence is EPFPKRVWEQIFSTW. The MHC is HLA-DPA10103-DPB10301 with pseudo-sequence HLA-DPA10103-DPB10301. The binding affinity (normalized) is 0.615. (3) The peptide sequence is TILKALGPAATLEEMMTA. The MHC is HLA-DQA10301-DQB10302 with pseudo-sequence HLA-DQA10301-DQB10302. The binding affinity (normalized) is 0.371. (4) The peptide sequence is GELQIVMKIDAAFKI. The MHC is DRB1_1101 with pseudo-sequence DRB1_1101. The binding affinity (normalized) is 0.658. (5) The peptide sequence is RPLLIEGTASLSPGM. The MHC is DRB1_1302 with pseudo-sequence DRB1_1302. The binding affinity (normalized) is 0.416. (6) The peptide sequence is TEKGMKNVFDDVVPE. The MHC is DRB1_1001 with pseudo-sequence DRB1_1001. The binding affinity (normalized) is 0.564. (7) The peptide sequence is MYRELLELVAADVES. The MHC is HLA-DPA10201-DPB10101 with pseudo-sequence HLA-DPA10201-DPB10101. The binding affinity (normalized) is 0.249. (8) The peptide sequence is SQDLELSWFLNGLQAY. The MHC is HLA-DQA10101-DQB10501 with pseudo-sequence HLA-DQA10101-DQB10501. The binding affinity (normalized) is 0.787. (9) The peptide sequence is KCKYPEGTKVTFHVE. The MHC is HLA-DQA10102-DQB10502 with pseudo-sequence HLA-DQA10102-DQB10502. The binding affinity (normalized) is 0. (10) The binding affinity (normalized) is 0.851. The MHC is DRB1_1602 with pseudo-sequence DRB1_1602. The peptide sequence is YDKFLLNVSTVLTGK.